Dataset: Tyrosyl-DNA phosphodiesterase HTS with 341,365 compounds. Task: Binary Classification. Given a drug SMILES string, predict its activity (active/inactive) in a high-throughput screening assay against a specified biological target. (1) The drug is s1c(CN(CC(=O)NC2CCCCC2)C(=O)CCC(=O)Nc2ncccc2)ccc1. The result is 0 (inactive). (2) The drug is O=C1C(/CCc2c1cccc2)=C/c1ccc(OCC)cc1. The result is 0 (inactive). (3) The drug is O(c1cc(/C=C(\c2[nH]c3c(n2)cccc3)C#N)ccc1)CC(O)=O. The result is 0 (inactive). (4) The result is 0 (inactive). The drug is s1cc(c2nc3n(c2Nc2c(cccc2C)C)cccc3)cc1. (5) The drug is S(=O)(=O)(c1cc(c(cc1)C)C)c1nnn(c1N)CC(=O)Nc1c(cc(cc1C)C)C. The result is 1 (active). (6) The molecule is Brc1ccc(c2oc(/C=C3\C(=NOC3=O)C)cc2)cc1. The result is 0 (inactive). (7) The compound is Fc1c(N2CCN(CC2)C(=O)c2c(=O)n3c(nc2)c(ccc3)C)cccc1. The result is 0 (inactive). (8) The compound is O(CC1CCN(CC1)Cc1c([nH]nc1)c1cc(OC)c(OC)c(OC)c1)C. The result is 0 (inactive). (9) The drug is S(=O)(=O)(NCCN1C(CCCC1)CC)c1cc2CCN(c2cc1)C(=O)C. The result is 0 (inactive).